From a dataset of Tox21: 12 toxicity assays (nuclear receptors and stress response pathways). Binary classification across 12 toxicity assays. (1) The drug is CCCCCOC(C)=O. It tested positive (active) for: SR-HSE (Heat Shock Element response). (2) The molecule is COc1ccc(-c2cc(C(F)F)nn2-c2ccc(S(N)(=O)=O)cc2)cc1F. It tested positive (active) for: SR-ARE (Antioxidant Response Element (oxidative stress)). (3) The molecule is Oc1ccc(O)cc1. It tested positive (active) for: NR-AhR (Aryl hydrocarbon Receptor agonist activity), and SR-ARE (Antioxidant Response Element (oxidative stress)). (4) The drug is CC(C)C[C@@H]1NC(=O)[C@H](CCCN)NC(=O)[C@H](C(C)C)NC(=O)[C@@H]2CCCN2C(=O)[C@@H](Cc2ccccc2)NC(=O)[C@H](CC(C)C)NC(=O)[C@H](CCCN)NC(=O)[C@H](C(C)C)NC(=O)[C@@H]2CCCN2C(=O)[C@@H](Cc2ccccc2)NC1=O. It tested positive (active) for: NR-PPAR-gamma (PPAR-gamma nuclear receptor agonist), SR-MMP (Mitochondrial Membrane Potential disruption), and SR-p53 (p53 tumor suppressor activation). (5) The drug is Nc1ccc(-c2ccc(N)c(N)c2)cc1N. It tested positive (active) for: NR-AhR (Aryl hydrocarbon Receptor agonist activity), NR-Aromatase (Aromatase enzyme inhibition), SR-ARE (Antioxidant Response Element (oxidative stress)), and SR-MMP (Mitochondrial Membrane Potential disruption).